This data is from Peptide-MHC class II binding affinity with 134,281 pairs from IEDB. The task is: Regression. Given a peptide amino acid sequence and an MHC pseudo amino acid sequence, predict their binding affinity value. This is MHC class II binding data. (1) The peptide sequence is GQLQIVDKIDAAFKI. The MHC is DRB1_1201 with pseudo-sequence DRB1_1201. The binding affinity (normalized) is 0.666. (2) The peptide sequence is LFAAFPSFAGLRPTFDTRLM. The MHC is DRB1_0301 with pseudo-sequence DRB1_0301. The binding affinity (normalized) is 0.